Predict the reactants needed to synthesize the given product. From a dataset of Full USPTO retrosynthesis dataset with 1.9M reactions from patents (1976-2016). (1) Given the product [Br:1][C:2]1[CH:11]=[CH:10][C:5]([C:6]([O:8][CH3:9])=[O:7])=[C:4]([N:12]([C:13]([O:15][CH:16]([CH3:18])[CH3:17])=[O:14])[CH2:20][CH2:21][CH2:22][C:23]([O:25][CH3:26])=[O:24])[CH:3]=1, predict the reactants needed to synthesize it. The reactants are: [Br:1][C:2]1[CH:11]=[CH:10][C:5]([C:6]([O:8][CH3:9])=[O:7])=[C:4]([NH:12][C:13]([O:15][CH:16]([CH3:18])[CH3:17])=[O:14])[CH:3]=1.I[CH2:20][CH2:21][CH2:22][C:23]([O:25][CH3:26])=[O:24].C(=O)([O-])[O-].[Cs+].[Cs+].[Cl-].[NH4+]. (2) Given the product [NH:10]1[C:11]2[CH:16]=[CH:15][CH:14]=[CH:13][C:12]=2[N:8]=[C:9]1[C:17]1[C:25]2[C:20](=[CH:21][CH:22]=[C:23]([NH:26][C:27]([NH:29][CH:30]3[CH2:31][CH2:32]3)=[O:28])[CH:24]=2)[NH:19][N:18]=1, predict the reactants needed to synthesize it. The reactants are: C(O)(C(F)(F)F)=O.[NH:8]1[C:12]2[CH:13]=[CH:14][CH:15]=[CH:16][C:11]=2[N:10]=[C:9]1[C:17]1[C:25]2[C:20](=[CH:21][CH:22]=[C:23]([NH:26][C:27]([NH:29][CH:30]3[CH2:32][CH2:31]3)=[O:28])[CH:24]=2)[N:19](C2CCCCO2)[N:18]=1. (3) Given the product [ClH:19].[ClH:37].[CH3:15][N:13]1[C:14]2[C:5]3[CH:4]=[C:3]([O:2][CH2:1][CH2:39][N:40]4[CH2:45][CH2:44][CH2:43][CH2:42][CH2:41]4)[CH:18]=[CH:17][C:6]=3[NH:7][C:8](=[O:16])[C:9]=2[CH2:10][CH2:11][CH2:12]1, predict the reactants needed to synthesize it. The reactants are: [CH3:1][O:2][C:3]1[CH:18]=[CH:17][C:6]2[NH:7][C:8](=[O:16])[C:9]3[CH2:10][CH2:11][CH2:12][N:13]([CH3:15])[C:14]=3[C:5]=2[CH:4]=1.[Cl:19]CCl.B(Br)(Br)Br.C(=O)(O)[O-].[Na+].C(=O)([O-])[O-].[K+].[K+].[Cl:37]C[CH2:39][N:40]1[CH2:45][CH2:44][CH2:43][CH2:42][CH2:41]1.